This data is from Forward reaction prediction with 1.9M reactions from USPTO patents (1976-2016). The task is: Predict the product of the given reaction. Given the reactants Cl[C:2]1[N:7]=[C:6]([CH2:8][N:9]2[C:13]([CH3:14])=[N:12][C:11]([C:15]3[O:19][N:18]=[C:17]([C:20]4[CH:25]=[CH:24][C:23]([O:26][C:27]([F:30])([F:29])[F:28])=[CH:22][CH:21]=4)[N:16]=3)=[N:10]2)[CH:5]=[CH:4][N:3]=1.[CH3:31][N:32]1[CH2:37][CH2:36][NH:35][CH2:34][CH2:33]1, predict the reaction product. The product is: [CH3:14][C:13]1[N:9]([CH2:8][C:6]2[CH:5]=[CH:4][N:3]=[C:2]([N:35]3[CH2:36][CH2:37][N:32]([CH3:31])[CH2:33][CH2:34]3)[N:7]=2)[N:10]=[C:11]([C:15]2[O:19][N:18]=[C:17]([C:20]3[CH:25]=[CH:24][C:23]([O:26][C:27]([F:30])([F:29])[F:28])=[CH:22][CH:21]=3)[N:16]=2)[N:12]=1.